This data is from Full USPTO retrosynthesis dataset with 1.9M reactions from patents (1976-2016). The task is: Predict the reactants needed to synthesize the given product. Given the product [P:1](=[O:2])([OH:5])([OH:4])[OH:3].[S:27]([O-:31])([O-:30])(=[O:29])=[O:28].[Ca+2:22], predict the reactants needed to synthesize it. The reactants are: [P:1](=[O:5])([OH:4])([OH:3])[OH:2].[O-]P([O-])([O-])=O.[O-]P([O-])([O-])=O.[O-]P([O-])([O-])=O.[F-].[Ca+2:22].[Ca+2].[Ca+2].[Ca+2].[Ca+2].[S:27](=[O:31])(=[O:30])([OH:29])[OH:28].